Regression. Given two drug SMILES strings and cell line genomic features, predict the synergy score measuring deviation from expected non-interaction effect. From a dataset of NCI-60 drug combinations with 297,098 pairs across 59 cell lines. (1) Drug 1: CN(C)C1=NC(=NC(=N1)N(C)C)N(C)C. Drug 2: CCCCC(=O)OCC(=O)C1(CC(C2=C(C1)C(=C3C(=C2O)C(=O)C4=C(C3=O)C=CC=C4OC)O)OC5CC(C(C(O5)C)O)NC(=O)C(F)(F)F)O. Cell line: NCI-H460. Synergy scores: CSS=-0.953, Synergy_ZIP=0.210, Synergy_Bliss=-1.44, Synergy_Loewe=-4.49, Synergy_HSA=-3.76. (2) Drug 1: C1C(C(OC1N2C=C(C(=O)NC2=O)F)CO)O. Drug 2: CC=C1C(=O)NC(C(=O)OC2CC(=O)NC(C(=O)NC(CSSCCC=C2)C(=O)N1)C(C)C)C(C)C. Cell line: SNB-75. Synergy scores: CSS=24.6, Synergy_ZIP=-6.11, Synergy_Bliss=-4.41, Synergy_Loewe=-7.20, Synergy_HSA=-2.67.